This data is from Full USPTO retrosynthesis dataset with 1.9M reactions from patents (1976-2016). The task is: Predict the reactants needed to synthesize the given product. (1) Given the product [CH2:16]([O:15][C:14]([N:6]1[CH2:7][C@H:3]([CH2:1][CH3:2])[C@H:4]([C:8]([OH:10])=[O:9])[CH2:5]1)=[O:23])[C:17]1[CH:22]=[CH:21][CH:20]=[CH:19][CH:18]=1, predict the reactants needed to synthesize it. The reactants are: [CH2:1]([C@H:3]1[CH2:7][NH:6][CH2:5][C@H:4]1[C:8]([O:10]CC)=[O:9])[CH3:2].Cl.[C:14](=O)([O:23]N1C(=O)CCC1=O)[O:15][CH2:16][C:17]1[CH:22]=[CH:21][CH:20]=[CH:19][CH:18]=1. (2) Given the product [CH3:18][O:17][C:14]1[CH:15]=[CH:16][C:11]([CH2:10][N:9]([CH2:19][C:20]2[CH:25]=[CH:24][C:23]([O:26][CH3:27])=[CH:22][CH:21]=2)[C:4]2[N:5]=[C:6]([CH3:8])[N:7]=[C:2]([C:44]3[CH:43]=[C:42]([CH2:41][N:38]4[CH2:39][CH2:40][N:35]([C:33]([O:32][C:28]([CH3:31])([CH3:30])[CH3:29])=[O:34])[CH2:36][CH2:37]4)[CH:47]=[N:46][C:45]=3[F:48])[N:3]=2)=[CH:12][CH:13]=1, predict the reactants needed to synthesize it. The reactants are: Cl[C:2]1[N:7]=[C:6]([CH3:8])[N:5]=[C:4]([N:9]([CH2:19][C:20]2[CH:25]=[CH:24][C:23]([O:26][CH3:27])=[CH:22][CH:21]=2)[CH2:10][C:11]2[CH:16]=[CH:15][C:14]([O:17][CH3:18])=[CH:13][CH:12]=2)[N:3]=1.[C:28]([O:32][C:33]([N:35]1[CH2:40][CH2:39][N:38]([CH2:41][C:42]2[CH:43]=[C:44](B(O)O)[C:45]([F:48])=[N:46][CH:47]=2)[CH2:37][CH2:36]1)=[O:34])([CH3:31])([CH3:30])[CH3:29].C([O-])(=O)C.[K+].O1CCOCC1. (3) Given the product [CH3:22][O:23][C:24]1[CH:25]=[C:26]2[C:31](=[CH:32][C:33]=1[O:34][CH3:35])[C@H:30]([CH2:36][CH2:37][C:38]1[CH:43]=[C:42]([F:44])[CH:41]=[C:40]([F:45])[C:39]=1[F:46])[N:29]([C@H:4]([C:5]1[CH:6]=[CH:7][CH:8]=[CH:9][CH:10]=1)[C:1]([NH2:2])=[O:3])[CH2:28][CH2:27]2, predict the reactants needed to synthesize it. The reactants are: [C:1]([CH:4](OS(C1C=CC(C)=CC=1)(=O)=O)[C:5]1[CH:10]=[CH:9][CH:8]=[CH:7][CH:6]=1)(=[O:3])[NH2:2].[CH3:22][O:23][C:24]1[CH:25]=[C:26]2[C:31](=[CH:32][C:33]=1[O:34][CH3:35])[C@H:30]([CH2:36][CH2:37][C:38]1[CH:43]=[C:42]([F:44])[CH:41]=[C:40]([F:45])[C:39]=1[F:46])[NH:29][CH2:28][CH2:27]2. (4) Given the product [NH2:22][C:3]1[CH:4]=[CH:5][C:6]([N:8]2[C@H:13]([CH3:14])[CH2:12][CH2:11][C@H:10]([C:15]([N:17]3[CH2:21][CH2:20][CH2:19][CH2:18]3)=[O:16])[CH2:9]2)=[N:7][C:2]=1[NH2:1], predict the reactants needed to synthesize it. The reactants are: [NH2:1][C:2]1[N:7]=[C:6]([N:8]2[C@H:13]([CH3:14])[CH2:12][CH2:11][C@H:10]([C:15]([N:17]3[CH2:21][CH2:20][CH2:19][CH2:18]3)=[O:16])[CH2:9]2)[CH:5]=[CH:4][C:3]=1[N+:22]([O-])=O.[H][H]. (5) The reactants are: [NH2:1][C:2]1[S:6][CH:5]=[C:4]([C:7]([O:9][CH3:10])=[O:8])[C:3]=1[CH3:11].Br[CH:13]([CH:19]1[CH2:24][CH2:23][N:22]([C:25]([O:27][C:28]([CH3:31])([CH3:30])[CH3:29])=[O:26])[CH2:21][CH2:20]1)[CH2:14][CH2:15][CH2:16][CH:17]=O.CC(O)=O.[BH3-]C#N.[Na+]. Given the product [CH3:10][O:9][C:7]([C:4]1[C:3]([CH3:11])=[C:2]([N:1]2[CH2:17][CH2:16][CH2:15][CH2:14][CH:13]2[CH:19]2[CH2:20][CH2:21][N:22]([C:25]([O:27][C:28]([CH3:29])([CH3:31])[CH3:30])=[O:26])[CH2:23][CH2:24]2)[S:6][CH:5]=1)=[O:8], predict the reactants needed to synthesize it. (6) Given the product [Cl:1][C:2]1[CH:7]=[CH:6][C:5]([NH:8][C:9](=[O:10])[C:11]2[CH:12]=[CH:13][C:14]([C:15](=[NH:19])[N:32]3[CH2:33][CH2:34][N:29]([CH3:28])[CH2:30][CH2:31]3)=[CH:20][CH:21]=2)=[CH:4][C:3]=1[C:22]1[CH:27]=[CH:26][CH:25]=[CH:24][N:23]=1, predict the reactants needed to synthesize it. The reactants are: [Cl:1][C:2]1[CH:7]=[CH:6][C:5]([NH:8][C:9]([C:11]2[CH:21]=[CH:20][C:14]([C:15](=[NH:19])OCC)=[CH:13][CH:12]=2)=[O:10])=[CH:4][C:3]=1[C:22]1[CH:27]=[CH:26][CH:25]=[CH:24][N:23]=1.[CH3:28][N:29]1[CH2:34][CH2:33][NH:32][CH2:31][CH2:30]1.